This data is from Reaction yield outcomes from USPTO patents with 853,638 reactions. The task is: Predict the reaction yield, written as a fraction of the theoretical maximum amount of product (1.0 means a 100% yield; for example, 0.34 means a 34% yield). The reactants are [OH-].[Na+].C[O:4][C:5](=[O:42])[CH2:6][C:7]1[CH:8]=[C:9]([C:15]2[CH:20]=[CH:19][C:18]([C:21]([CH2:39][CH3:40])([C:24]3[CH:29]=[CH:28][C:27](/[CH:30]=[CH:31]/[C:32]([CH2:36][CH3:37])([OH:35])[CH2:33][CH3:34])=[C:26]([CH3:38])[CH:25]=3)[CH2:22][CH3:23])=[CH:17][C:16]=2[CH3:41])[C:10]([O:13][CH3:14])=[CH:11][CH:12]=1.[Cl-].[NH4+]. The catalyst is CO.O1CCCC1. The product is [CH2:22]([C:21]([C:18]1[CH:19]=[CH:20][C:15]([C:9]2[C:10]([O:13][CH3:14])=[CH:11][CH:12]=[C:7]([CH2:6][C:5]([OH:42])=[O:4])[CH:8]=2)=[C:16]([CH3:41])[CH:17]=1)([C:24]1[CH:29]=[CH:28][C:27](/[CH:30]=[CH:31]/[C:32]([CH2:33][CH3:34])([OH:35])[CH2:36][CH3:37])=[C:26]([CH3:38])[CH:25]=1)[CH2:39][CH3:40])[CH3:23]. The yield is 0.920.